The task is: Predict which catalyst facilitates the given reaction.. This data is from Catalyst prediction with 721,799 reactions and 888 catalyst types from USPTO. (1) Reactant: [CH3:1][N:2]([CH3:10])[CH2:3][CH2:4][CH2:5][CH2:6][CH2:7][CH2:8][OH:9].[H-].[Na+].O.[CH3:14][O:15][C:16]1[CH:23]=[CH:22][CH:21]=[CH:20][C:17]=1[CH2:18]Cl. Product: [CH3:14][O:15][C:16]1[CH:23]=[CH:22][CH:21]=[CH:20][C:17]=1[CH2:18][CH:8]([OH:9])[CH2:7][CH2:6][CH2:5][CH2:4][CH2:3][N:2]([CH3:10])[CH3:1]. The catalyst class is: 213. (2) Reactant: Cl.[NH:2]1[CH2:10][CH2:9][CH2:8][C@H:3]1[C:4]([O:6][CH3:7])=[O:5].C([O-])([O-])=O.[K+].[K+].[Cl:17][C:18]1[CH:19]=[C:20]([CH:23]=[C:24]([Cl:26])[CH:25]=1)[CH2:21]Cl.O. Product: [Cl:17][C:18]1[CH:19]=[C:20]([CH:23]=[C:24]([Cl:26])[CH:25]=1)[CH2:21][N:2]1[CH2:10][CH2:9][CH2:8][C@H:3]1[C:4]([O:6][CH3:7])=[O:5]. The catalyst class is: 589.